Dataset: Full USPTO retrosynthesis dataset with 1.9M reactions from patents (1976-2016). Task: Predict the reactants needed to synthesize the given product. (1) Given the product [C:1]([O:5][C:6]([C:8]1[S:9][C:10]([CH2:13][CH2:14][CH2:15][NH2:16])=[CH:11][CH:12]=1)=[O:7])([CH3:4])([CH3:3])[CH3:2], predict the reactants needed to synthesize it. The reactants are: [C:1]([O:5][C:6]([C:8]1[S:9][C:10]([C:13]#[C:14][CH2:15][NH:16]C(OCC2C=CC=CC=2)=O)=[CH:11][CH:12]=1)=[O:7])([CH3:4])([CH3:3])[CH3:2]. (2) Given the product [ClH:1].[N:28]12[CH2:27][CH2:26][CH:25]([CH2:38][CH2:39]1)[C@H:24]([NH:29][C:11]([C:8]1[S:9][C:10]3[C:2]([Cl:1])=[CH:3][CH:4]=[CH:5][C:6]=3[CH:7]=1)=[O:13])[CH2:23]2, predict the reactants needed to synthesize it. The reactants are: [Cl:1][C:2]1[C:10]2[S:9][C:8]([C:11]([OH:13])=O)=[CH:7][C:6]=2[CH:5]=[CH:4][CH:3]=1.CN(C(ON1N=[N:29][C:24]2[CH:25]=[CH:26][CH:27]=[N:28][C:23]1=2)=[N+](C)C)C.F[P-](F)(F)(F)(F)F.[CH:38](N(CC)C(C)C)(C)[CH3:39]. (3) Given the product [CH3:20][O:21][N:22]=[C:9]([C:4]1[CH:5]=[CH:6][C:7]([Cl:8])=[C:2]([Cl:1])[CH:3]=1)[CH2:10][CH2:11][C:12]1[O:16][N:15]=[C:14]([CH3:17])[N:13]=1, predict the reactants needed to synthesize it. The reactants are: [Cl:1][C:2]1[CH:3]=[C:4]([C:9](=O)[CH2:10][CH2:11][C:12]2[O:16][N:15]=[C:14]([CH3:17])[N:13]=2)[CH:5]=[CH:6][C:7]=1[Cl:8].Cl.[CH3:20][O:21][NH2:22].N1C=CC=CC=1.O. (4) Given the product [CH3:22][CH2:21][CH2:20][CH2:19][O:23][C:24]1[CH:29]=[CH:28][C:27]([NH:30][C:31]([NH:18][C:10]2[CH:11]=[CH:12][C:13]([S:14]([NH2:17])(=[O:15])=[O:16])=[CH:8][CH:9]=2)=[O:32])=[CH:26][CH:25]=1, predict the reactants needed to synthesize it. The reactants are: NC1C=CC([C:8]2[C:13]([S:14]([NH2:17])(=[O:16])=[O:15])=[CH:12][CH:11]=[C:10]([NH2:18])[CH:9]=2)=CC=1.[CH2:19]([O:23][C:24]1[CH:29]=[CH:28][C:27]([N:30]=[C:31]=[O:32])=[CH:26][CH:25]=1)[CH2:20][CH2:21][CH3:22].[K+].[Br-].NC(N)=O. (5) Given the product [CH3:42][S:43]([O:21][CH2:20][C:18]1[N:19]=[C:15]2[N:16]([C:7]([NH:6][CH2:5][C:4]3[CH:27]=[CH:28][C:29]([O:31][CH3:32])=[CH:30][C:3]=3[O:2][CH3:1])=[N:8][C:9]3[C:14]2=[CH:13][CH:12]=[C:11]2[O:22][C:23]([F:25])([F:26])[O:24][C:10]=32)[N:17]=1)(=[O:45])=[O:44], predict the reactants needed to synthesize it. The reactants are: [CH3:1][O:2][C:3]1[CH:30]=[C:29]([O:31][CH3:32])[CH:28]=[CH:27][C:4]=1[CH2:5][NH:6][C:7]1[N:16]2[N:17]=[C:18]([CH2:20][OH:21])[N:19]=[C:15]2[C:14]2[C:9](=[C:10]3[O:24][C:23]([F:26])([F:25])[O:22][C:11]3=[CH:12][CH:13]=2)[N:8]=1.C(N(CC)C(C)C)(C)C.[CH3:42][S:43](Cl)(=[O:45])=[O:44]. (6) Given the product [OH:33][C:13]1[CH:12]=[C:11]2[C:16]([C@H:17]([C:18]3[CH:23]=[CH:22][C:21]([O:24][CH2:25][CH2:26][N:27]4[CH2:28][CH2:29][CH2:30][CH2:31][CH2:32]4)=[CH:20][CH:19]=3)[C@H:8]([C:5]3[CH:4]=[CH:3][C:2]([F:1])=[CH:7][CH:6]=3)[CH2:9][O:10]2)=[CH:15][CH:14]=1, predict the reactants needed to synthesize it. The reactants are: [F:1][C:2]1[CH:7]=[CH:6][C:5]([C@H:8]2[C@@H:17]([C:18]3[CH:23]=[CH:22][C:21]([O:24][CH2:25][CH2:26][N:27]4[CH2:32][CH2:31][CH2:30][CH2:29][CH2:28]4)=[CH:20][CH:19]=3)[C:16]3[C:11](=[CH:12][C:13]([O:33]C)=[CH:14][CH:15]=3)[O:10][CH2:9]2)=[CH:4][CH:3]=1.Cl.N1C=CC=CC=1. (7) Given the product [F:12][C:2]([F:1])([F:11])[O:3][C:4]1[CH:9]=[CH:8][CH:7]=[CH:6][C:5]=1[S:10][C:20]1[CH:27]=[CH:26][C:23]([C:24]#[N:25])=[CH:22][CH:21]=1, predict the reactants needed to synthesize it. The reactants are: [F:1][C:2]([F:12])([F:11])[O:3][C:4]1[CH:9]=[CH:8][CH:7]=[CH:6][C:5]=1[SH:10].C([O-])([O-])=O.[K+].[K+].F[C:20]1[CH:27]=[CH:26][C:23]([C:24]#[N:25])=[CH:22][CH:21]=1. (8) The reactants are: [CH:1]1([C:4]2[C:5]([C@H:18]3[CH2:22][N:21]([C:23](=[O:30])[CH2:24][CH2:25][C:26]([O:28][CH3:29])=[O:27])[CH2:20][C@@H:19]3[C:31]([OH:33])=O)=[N:6][O:7][C:8]=2[CH:9]2[CH2:12][CH:11]([CH2:13][C:14]([CH3:17])([CH3:16])[CH3:15])[CH2:10]2)[CH2:3][CH2:2]1.CC(N(C)C)=O.S(Cl)(Cl)=O.[Cl:44][C:45]1[CH:51]=[C:50]([CH3:52])[CH:49]=[CH:48][C:46]=1[NH2:47]. Given the product [Cl:44][C:45]1[CH:51]=[C:50]([CH3:52])[CH:49]=[CH:48][C:46]=1[NH:47][C:31]([C@@H:19]1[C@@H:18]([C:5]2[C:4]([CH:1]3[CH2:2][CH2:3]3)=[C:8]([CH:9]3[CH2:12][CH:11]([CH2:13][C:14]([CH3:16])([CH3:17])[CH3:15])[CH2:10]3)[O:7][N:6]=2)[CH2:22][N:21]([C:23](=[O:30])[CH2:24][CH2:25][C:26]([O:28][CH3:29])=[O:27])[CH2:20]1)=[O:33], predict the reactants needed to synthesize it. (9) Given the product [C:37]([N:13]([CH:4]=[CH:5][CH2:6][CH2:7][CH3:8])[CH2:14][C:15]([OH:16])=[O:18])([O:34][CH2:33][CH:31]1[C:30]2[C:25](=[CH:26][CH:27]=[CH:28][CH:29]=2)[C:24]2[C:32]1=[CH:20][CH:21]=[CH:22][CH:23]=2)=[O:36], predict the reactants needed to synthesize it. The reactants are: [OH-].[Na+].C[C@H:4]([NH:13][CH3:14])[C@@H:5](O)[C:6]1[CH:7]=[CH:8]C=CC=1.[C:15](=[O:18])(O)[O-:16].[Na+].[CH:20]1[C:32]2[CH:31]([CH2:33][O:34]Cl)[C:30]3[C:25](=[CH:26][CH:27]=[CH:28][CH:29]=3)[C:24]=2[CH:23]=[CH:22][CH:21]=1.[O:36]1CCOC[CH2:37]1. (10) Given the product [CH2:1]([O:3][C:4]1[CH:5]=[C:6]2[C:16](=[CH:17][CH:18]=1)[O:15][C:9]1([CH2:14][CH2:13][CH2:12][CH2:11][CH2:10]1)[CH2:8][CH:7]2[NH2:23])[CH3:2], predict the reactants needed to synthesize it. The reactants are: [CH2:1]([O:3][C:4]1[CH:5]=[C:6]2[C:16](=[CH:17][CH:18]=1)[O:15][C:9]1([CH2:14][CH2:13][CH2:12][CH2:11][CH2:10]1)[CH2:8][C:7]2=O)[CH3:2].Cl.O([NH2:23])C.N1C=CC=CC=1.[H-].[H-].[H-].[H-].[Li+].[Al+3].